From a dataset of Reaction yield outcomes from USPTO patents with 853,638 reactions. Predict the reaction yield, written as a fraction of the theoretical maximum amount of product (1.0 means a 100% yield; for example, 0.34 means a 34% yield). The reactants are Cl.[Cl:2][C:3]1[CH:4]=[C:5]([C:9]2[N:14]=[C:13]3[CH2:15][CH2:16][CH2:17][C:12]3=[C:11]([NH:18][C@H:19]3[CH2:24][CH2:23][C@H:22]([CH2:25][C:26]#[N:27])[CH2:21][CH2:20]3)[CH:10]=2)[CH:6]=[CH:7][CH:8]=1.C([O-])(O)=[O:29].[Na+]. The catalyst is S(=O)(=O)(O)O. The product is [ClH:2].[Cl:2][C:3]1[CH:4]=[C:5]([C:9]2[N:14]=[C:13]3[CH2:15][CH2:16][CH2:17][C:12]3=[C:11]([NH:18][C@H:19]3[CH2:24][CH2:23][C@H:22]([CH2:25][C:26]([NH2:27])=[O:29])[CH2:21][CH2:20]3)[CH:10]=2)[CH:6]=[CH:7][CH:8]=1. The yield is 0.820.